This data is from Full USPTO retrosynthesis dataset with 1.9M reactions from patents (1976-2016). The task is: Predict the reactants needed to synthesize the given product. (1) Given the product [Cl:8][C:9]1[C:10]([F:38])=[C:11]([CH:15]2[C:19]([C:22]3[CH:27]=[CH:26][C:25]([Cl:28])=[CH:24][C:23]=3[F:29])([C:20]#[N:21])[CH:18]([CH2:30][C:31]([CH3:34])([CH3:33])[CH3:32])[NH:17][CH:16]2[C:35]([NH2:41])=[O:37])[CH:12]=[CH:13][CH:14]=1, predict the reactants needed to synthesize it. The reactants are: FC(F)(F)C(O)=O.[Cl:8][C:9]1[C:10]([F:38])=[C:11]([CH:15]2[C:19]([C:22]3[CH:27]=[CH:26][C:25]([Cl:28])=[CH:24][C:23]=3[F:29])([C:20]#[N:21])[CH:18]([CH2:30][C:31]([CH3:34])([CH3:33])[CH3:32])[NH:17][CH:16]2[C:35]([OH:37])=O)[CH:12]=[CH:13][CH:14]=1.N.C[N:41](C(ON1N=NC2C=CC=NC1=2)=[N+](C)C)C.F[P-](F)(F)(F)(F)F.CCN(C(C)C)C(C)C. (2) The reactants are: [C:1]1([C:7]2[CH:8]=[N:9][C:10]([N:13]3[CH2:18][CH2:17][CH:16]([C:19]4[C:28]([CH:29]([F:40])[C:30]5[CH:35]=[CH:34][C:33]([C:36]([F:39])([F:38])[F:37])=[CH:32][CH:31]=5)=[C:27]([CH:41]5[CH2:46][CH2:45][C:44]([F:48])([F:47])[CH2:43][CH2:42]5)[C:26]5[CH:25]([O:49]CC6C=CC(OC)=CC=6)[CH2:24][C:23]([CH3:60])([CH3:59])[CH2:22][C:21]=5[N:20]=4)[CH2:15][CH2:14]3)=[N:11][CH:12]=2)[CH2:6][CH2:5][CH2:4][CH2:3][CH:2]=1.Cl.C(=O)([O-])O.[Na+]. Given the product [C:1]1([C:7]2[CH:12]=[N:11][C:10]([N:13]3[CH2:18][CH2:17][CH:16]([C:19]4[C:28]([CH:29]([F:40])[C:30]5[CH:35]=[CH:34][C:33]([C:36]([F:37])([F:38])[F:39])=[CH:32][CH:31]=5)=[C:27]([CH:41]5[CH2:46][CH2:45][C:44]([F:47])([F:48])[CH2:43][CH2:42]5)[C:26]5[CH:25]([OH:49])[CH2:24][C:23]([CH3:60])([CH3:59])[CH2:22][C:21]=5[N:20]=4)[CH2:15][CH2:14]3)=[N:9][CH:8]=2)[CH2:6][CH2:5][CH2:4][CH2:3][CH:2]=1, predict the reactants needed to synthesize it. (3) The reactants are: [F:1][C:2]1[C:3](=[O:21])[N:4]([C:9]2[CH:14]=[CH:13][C:12]([N:15]3[CH2:20][CH2:19][NH:18][CH2:17][CH2:16]3)=[CH:11][CH:10]=2)[CH:5]=[C:6]([F:8])[CH:7]=1.Cl[CH2:23][CH2:24][CH2:25][CH2:26][CH2:27][C:28]1[C:36]2[C:31](=[CH:32][CH:33]=[C:34]([C:37]#[N:38])[CH:35]=2)[NH:30][CH:29]=1.C(=O)([O-])[O-].[K+].[K+].[I-].[K+]. Given the product [F:1][C:2]1[C:3](=[O:21])[N:4]([C:9]2[CH:10]=[CH:11][C:12]([N:15]3[CH2:20][CH2:19][N:18]([CH2:23][CH2:24][CH2:25][CH2:26][CH2:27][C:28]4[C:36]5[C:31](=[CH:32][CH:33]=[C:34]([C:37]#[N:38])[CH:35]=5)[NH:30][CH:29]=4)[CH2:17][CH2:16]3)=[CH:13][CH:14]=2)[CH:5]=[C:6]([F:8])[CH:7]=1, predict the reactants needed to synthesize it. (4) Given the product [CH3:35][N:36]([CH3:49])[CH2:37][CH2:21][C@H:17]([NH:16][C:14]([C:13]1[CH:12]=[C:11]2[C:7]([CH:8]=[N:9][N:10]2[CH2:26][CH:27]([CH3:28])[CH3:29])=[CH:6][C:5]=1[O:4][C:3]1[CH:30]=[CH:31][C:32]([F:34])=[CH:33][C:2]=1[F:1])=[O:15])[C:18](=[O:19])[N:40]([CH3:41])[CH3:39], predict the reactants needed to synthesize it. The reactants are: [F:1][C:2]1[CH:33]=[C:32]([F:34])[CH:31]=[CH:30][C:3]=1[O:4][C:5]1[CH:6]=[C:7]2[C:11](=[CH:12][C:13]=1[C:14]([NH:16][C@@H:17]([CH2:21]CN(C)C)[C:18](O)=[O:19])=[O:15])[N:10]([CH2:26][CH:27]([CH3:29])[CH3:28])[N:9]=[CH:8]2.[CH3:35][NH:36][CH3:37].C[CH2:39][N:40]=[C:41]=NCCCN(C)C.[CH:49]1C=CC2N(O)N=NC=2C=1.CCN(C(C)C)C(C)C. (5) Given the product [CH:1]1([NH:6][C:7]2[CH:8]=[CH:9][C:10]([C@H:13]3[C@@H:18]([C:19]([NH:37][C:36]4[CH:38]=[CH:39][C:33]([CH3:32])=[C:34]([C:40]([F:41])([F:42])[F:43])[CH:35]=4)=[O:20])[CH2:17][CH2:16][CH2:15][N:14]3[C:22](=[O:31])[C:23]3[C:28]([CH3:29])=[CH:27][CH:26]=[CH:25][C:24]=3[F:30])=[CH:11][CH:12]=2)[CH2:2][CH2:3][CH2:4][CH2:5]1, predict the reactants needed to synthesize it. The reactants are: [CH:1]1([NH:6][C:7]2[CH:12]=[CH:11][C:10]([C@H:13]3[C@@H:18]([C:19](O)=[O:20])[CH2:17][CH2:16][CH2:15][N:14]3[C:22](=[O:31])[C:23]3[C:28]([CH3:29])=[CH:27][CH:26]=[CH:25][C:24]=3[F:30])=[CH:9][CH:8]=2)[CH2:5][CH2:4][CH2:3][CH2:2]1.[CH3:32][C:33]1[CH:39]=[CH:38][C:36]([NH2:37])=[CH:35][C:34]=1[C:40]([F:43])([F:42])[F:41].C(N(CC)C(C)C)(C)C.CS(Cl)(=O)=O.C(OC(C)C)(=O)C. (6) Given the product [CH2:12]([N:11]([CH2:14][CH3:15])[C:8]1[CH:9]=[CH:10][C:5]([C:3]2[CH2:2][S:32][C:18]3=[N:19][N:20]=[C:21]([C:22]4[CH:27]=[CH:26][C:25]([O:28][CH3:29])=[C:24]([O:30][CH3:31])[CH:23]=4)[N:17]3[N:16]=2)=[CH:6][CH:7]=1)[CH3:13], predict the reactants needed to synthesize it. The reactants are: Br[CH2:2][C:3]([C:5]1[CH:10]=[CH:9][C:8]([N:11]([CH2:14][CH3:15])[CH2:12][CH3:13])=[CH:7][CH:6]=1)=O.[NH2:16][N:17]1[C:21]([C:22]2[CH:27]=[CH:26][C:25]([O:28][CH3:29])=[C:24]([O:30][CH3:31])[CH:23]=2)=[N:20][N:19]=[C:18]1[SH:32]. (7) Given the product [CH:20]([C:2]1[CH:10]=[CH:9][C:5]([C:6]([OH:8])=[O:7])=[C:4]([CH3:11])[CH:3]=1)=[O:21], predict the reactants needed to synthesize it. The reactants are: Br[C:2]1[CH:10]=[CH:9][C:5]([C:6]([OH:8])=[O:7])=[C:4]([CH3:11])[CH:3]=1.[Li]CCCC.CN([CH:20]=[O:21])C.